This data is from Reaction yield outcomes from USPTO patents with 853,638 reactions. The task is: Predict the reaction yield, written as a fraction of the theoretical maximum amount of product (1.0 means a 100% yield; for example, 0.34 means a 34% yield). (1) The reactants are [N:1]1[CH:6]=[CH:5][CH:4]=[CH:3][C:2]=1[N:7]1[CH2:12][CH2:11][NH:10][CH2:9][CH2:8]1.[F:13][C:14]1[CH:19]=[C:18]([F:20])[CH:17]=[CH:16][C:15]=1[NH:21][C:22](=[O:25])[CH2:23]Cl.C(=O)([O-])[O-].[Na+].[Na+]. The catalyst is CN(C)C=O.O. The product is [F:13][C:14]1[CH:19]=[C:18]([F:20])[CH:17]=[CH:16][C:15]=1[NH:21][C:22](=[O:25])[CH2:23][N:10]1[CH2:9][CH2:8][N:7]([C:2]2[CH:3]=[CH:4][CH:5]=[CH:6][N:1]=2)[CH2:12][CH2:11]1. The yield is 0.748. (2) The reactants are [C:1]([C:4]1[CH:9]=[CH:8][C:7]([NH:10][S:11]([CH3:14])(=[O:13])=[O:12])=[CH:6][CH:5]=1)(=[O:3])[CH3:2].[C:15](=O)([O-])[O-].[K+].[K+].CI. The catalyst is CN(C=O)C. The product is [C:1]([C:4]1[CH:5]=[CH:6][C:7]([N:10]([CH3:15])[S:11]([CH3:14])(=[O:12])=[O:13])=[CH:8][CH:9]=1)(=[O:3])[CH3:2]. The yield is 0.640. (3) The reactants are [CH3:1][C:2]1[NH:3][C:4](=[O:26])[C:5]([CH2:11][C:12]2[CH:17]=[CH:16][C:15]([C:18]3[C:19]([C:24]#[N:25])=[CH:20][CH:21]=[CH:22][CH:23]=3)=[CH:14][CH:13]=2)=[C:6]([CH2:8][CH2:9][CH3:10])[N:7]=1.[CH3:27][C:28]1([CH3:41])[CH2:37][CH2:36][C:35]2[C:30](=[CH:31][CH:32]=[C:33](B(O)O)[CH:34]=2)[O:29]1.[N:42]1C=CC=CC=1.C(N(CC)CC)C.[C:55]([O:58]CC)(=[O:57])C. The catalyst is C([O-])(=O)C.[Cu+2].C([O-])(=O)C.ClCCl. The product is [CH3:27][C:28]1([CH3:41])[CH2:37][CH2:36][C:35]2[C:30](=[CH:31][CH:32]=[C:33]([N:3]3[C:4](=[O:26])[C:5]([CH2:11][C:12]4[CH:17]=[CH:16][C:15]([C:18]5[CH:23]=[CH:22][CH:21]=[CH:20][C:19]=5[C:24]5[NH:42][C:55](=[O:57])[O:58][N:25]=5)=[CH:14][CH:13]=4)=[C:6]([CH2:8][CH2:9][CH3:10])[N:7]=[C:2]3[CH3:1])[CH:34]=2)[O:29]1. The yield is 0.800. (4) The catalyst is C(Cl)(Cl)(Cl)Cl. The product is [Br:15][CH2:14][C:1]1[CH:2]=[C:3]([C:7]2([C:10]([F:12])([F:11])[F:13])[N:9]=[N:8]2)[CH:4]=[CH:5][CH:6]=1. The yield is 0.540. The reactants are [C:1]1([CH3:14])[CH:6]=[CH:5][CH:4]=[C:3]([C:7]2([C:10]([F:13])([F:12])[F:11])[N:9]=[N:8]2)[CH:2]=1.[Br:15]N1C(=O)CCC1=O.CC(N=NC(C#N)(C)C)(C#N)C. (5) The reactants are [F:1][C:2]1[CH:3]=[C:4]([S:9](Cl)(=[O:11])=[O:10])[CH:5]=[C:6]([F:8])[CH:7]=1.[NH4+:13].[OH-]. The catalyst is C1COCC1. The product is [F:1][C:2]1[CH:3]=[C:4]([S:9]([NH2:13])(=[O:11])=[O:10])[CH:5]=[C:6]([F:8])[CH:7]=1. The yield is 0.880. (6) The reactants are [NH2:1][C:2]1[C:3]([CH:12]([OH:15])[CH2:13][CH3:14])=[CH:4][CH:5]=[C:6]2[C:11]=1[N:10]=[CH:9][CH:8]=[CH:7]2. The catalyst is O=[Mn]=O.C(Cl)Cl. The product is [NH2:1][C:2]1[C:3]([C:12](=[O:15])[CH2:13][CH3:14])=[CH:4][CH:5]=[C:6]2[C:11]=1[N:10]=[CH:9][CH:8]=[CH:7]2. The yield is 0.800. (7) The reactants are [F:1][C:2]([F:17])([F:16])[C:3]1[CH:11]=[CH:10][C:9]([C:12]([F:15])([F:14])[F:13])=[CH:8][C:4]=1[C:5](Cl)=[O:6].[CH2:18]([NH:20][CH2:21][CH3:22])[CH3:19]. No catalyst specified. The product is [CH2:18]([N:20]([CH2:21][CH3:22])[C:5](=[O:6])[C:4]1[CH:8]=[C:9]([C:12]([F:15])([F:14])[F:13])[CH:10]=[CH:11][C:3]=1[C:2]([F:17])([F:16])[F:1])[CH3:19]. The yield is 1.00.